Task: Predict the product of the given reaction.. Dataset: Forward reaction prediction with 1.9M reactions from USPTO patents (1976-2016) (1) Given the reactants [CH2:1]([O:8][C:9]1[CH:14]=[CH:13][C:12]([N:15]([CH3:46])[C:16]([C:18]2[CH:19]=[C:20]([C:25]3[CH:26]=[C:27]4[C:32](=[CH:33][C:34]=3[C:35]([O:37]C)=[O:36])[CH2:31][N:30]([C:39]([O:41][C:42]([CH3:45])([CH3:44])[CH3:43])=[O:40])[CH2:29][CH2:28]4)[N:21]([CH3:24])[C:22]=2[CH3:23])=[O:17])=[CH:11][CH:10]=1)[C:2]1[CH:7]=[CH:6][CH:5]=[CH:4][CH:3]=1.[Li+:47].[OH-], predict the reaction product. The product is: [CH2:1]([O:8][C:9]1[CH:14]=[CH:13][C:12]([N:15]([CH3:46])[C:16]([C:18]2[CH:19]=[C:20]([C:25]3[CH:26]=[C:27]4[C:32](=[CH:33][C:34]=3[C:35]([O:37][Li:47])=[O:36])[CH2:31][N:30]([C:39]([O:41][C:42]([CH3:45])([CH3:44])[CH3:43])=[O:40])[CH2:29][CH2:28]4)[N:21]([CH3:24])[C:22]=2[CH3:23])=[O:17])=[CH:11][CH:10]=1)[C:2]1[CH:7]=[CH:6][CH:5]=[CH:4][CH:3]=1. (2) Given the reactants C1N2CN3CN(C2)CN1C3.[CH3:11][O:12][C:13](=[O:31])[CH2:14][C:15]1[CH:20]=[C:19]([Br:21])[C:18]([O:22][C:23]2[CH:28]=[CH:27][C:26]([OH:29])=[CH:25][CH:24]=2)=[C:17]([Br:30])[CH:16]=1.FC(F)(F)[C:34](O)=[O:35].Cl, predict the reaction product. The product is: [CH3:11][O:12][C:13](=[O:31])[CH2:14][C:15]1[CH:20]=[C:19]([Br:21])[C:18]([O:22][C:23]2[CH:28]=[CH:27][C:26]([OH:29])=[C:25]([CH:34]=[O:35])[CH:24]=2)=[C:17]([Br:30])[CH:16]=1. (3) Given the reactants [NH2:1][C:2]1[CH:7]=[C:6]([Cl:8])[CH:5]=[CH:4][C:3]=1[S:9][CH2:10][CH2:11][C:12]([N:14]([CH2:17][CH3:18])[CH2:15][CH3:16])=[O:13].[Cl:19][C:20]1[CH:25]=[CH:24][C:23]([S:26](Cl)(=[O:28])=[O:27])=[CH:22][C:21]=1[C:30]([F:33])([F:32])[F:31], predict the reaction product. The product is: [Cl:8][C:6]1[CH:5]=[CH:4][C:3]([S:9][CH2:10][CH2:11][C:12]([N:14]([CH2:15][CH3:16])[CH2:17][CH3:18])=[O:13])=[C:2]([NH:1][S:26]([C:23]2[CH:24]=[CH:25][C:20]([Cl:19])=[C:21]([C:30]([F:33])([F:31])[F:32])[CH:22]=2)(=[O:28])=[O:27])[CH:7]=1. (4) Given the reactants [CH3:1][O:2][C:3]1[CH:9]=[CH:8][C:7]([O:10]C)=[CH:6][C:4]=1[NH2:5].C[O:13][C:14]1[C:22]([O:23]C)=[CH:21][CH:20]=[CH:19][C:15]=1C(O)=O, predict the reaction product. The product is: [OH:10][C:7]1[CH:8]=[CH:9][C:3]2[O:2][C:1]([C:21]3[CH:20]=[CH:19][CH:15]=[C:14]([OH:13])[C:22]=3[OH:23])=[N:5][C:4]=2[CH:6]=1. (5) Given the reactants [Si]([O:8][CH2:9][C@@H:10]1[C@@H:14]([O:15][Si:16]([CH:23]([CH3:25])[CH3:24])([CH:20]([CH3:22])[CH3:21])[CH:17]([CH3:19])[CH3:18])[CH2:13][C@H:12]([NH:26][C:27](=[O:33])[O:28][C:29]([CH3:32])([CH3:31])[CH3:30])[CH2:11]1)(C(C)(C)C)(C)C.Cl, predict the reaction product. The product is: [OH:8][CH2:9][C@@H:10]1[C@@H:14]([O:15][Si:16]([CH:23]([CH3:24])[CH3:25])([CH:17]([CH3:18])[CH3:19])[CH:20]([CH3:22])[CH3:21])[CH2:13][C@H:12]([NH:26][C:27](=[O:33])[O:28][C:29]([CH3:32])([CH3:31])[CH3:30])[CH2:11]1. (6) The product is: [CH2:34]([O:14][C:13](=[O:15])[C@H:12]([NH:16][C:17]([O:19][CH2:20][CH:21]1[C:33]2[CH:32]=[CH:31][CH:30]=[CH:29][C:28]=2[C:27]2[C:22]1=[CH:23][CH:24]=[CH:25][CH:26]=2)=[O:18])[CH2:11][CH2:10][CH2:9][NH:8][C:6]([O:5][C:1]([CH3:4])([CH3:2])[CH3:3])=[O:7])[CH3:39]. Given the reactants [C:1]([O:5][C:6]([NH:8][CH2:9][CH2:10][CH2:11][C@@H:12]([NH:16][C:17]([O:19][CH2:20][CH:21]1[C:33]2[CH:32]=[CH:31][CH:30]=[CH:29][C:28]=2[C:27]2[C:22]1=[CH:23][CH:24]=[CH:25][CH:26]=2)=[O:18])[C:13]([OH:15])=[O:14])=[O:7])([CH3:4])([CH3:3])[CH3:2].[CH:34]1C=CC2N(O)N=NC=2[CH:39]=1.CCN=C=NCCCN(C)C.Cl, predict the reaction product. (7) Given the reactants [O:1]=[C:2]([CH2:12][CH2:13][CH2:14][CH2:15][CH2:16][CH3:17])[CH2:3][CH2:4][C:5]([O:7][CH2:8]C(C)C)=[O:6].[OH-].[Na+], predict the reaction product. The product is: [O:1]=[C:2]([CH2:12][CH2:13][CH2:14][CH2:15][CH2:16][CH3:17])[CH2:3][CH2:4][C:5]([O:7][CH3:8])=[O:6].